Task: Regression. Given a peptide amino acid sequence and an MHC pseudo amino acid sequence, predict their binding affinity value. This is MHC class II binding data.. Dataset: Peptide-MHC class II binding affinity with 134,281 pairs from IEDB (1) The peptide sequence is KDILEDERAAVDTYC. The MHC is HLA-DQA10301-DQB10302 with pseudo-sequence HLA-DQA10301-DQB10302. The binding affinity (normalized) is 0.599. (2) The peptide sequence is TALKKAITAMSEAQK. The MHC is DRB1_0401 with pseudo-sequence DRB1_0401. The binding affinity (normalized) is 0.700. (3) The peptide sequence is VKLRRSSAAQVDGFY. The MHC is DRB1_1302 with pseudo-sequence DRB1_1302. The binding affinity (normalized) is 0.993.